From a dataset of Catalyst prediction with 721,799 reactions and 888 catalyst types from USPTO. Predict which catalyst facilitates the given reaction. Reactant: [C:1]([O:5][C:6]([N:8]1[C:16]2[C:11](=[CH:12][CH:13]=[C:14](Br)[CH:15]=2)[CH:10]=[C:9]1[C:18]1[CH:23]=[C:22]([C:24]2[CH:29]=[CH:28][N:27]=[CH:26][CH:25]=2)[N:21]=[N:20][C:19]=1[O:30][CH3:31])=[O:7])([CH3:4])([CH3:3])[CH3:2].[CH3:32][NH:33][S:34]([C:37]1[CH:42]=[CH:41][C:40]([CH3:43])=[CH:39][CH:38]=1)(=[O:36])=[O:35].C(=O)([O-])[O-].[Cs+].[Cs+].CC1(C)C2C(=C(P(C3C=CC=CC=3)C3C=CC=CC=3)C=CC=2)OC2C(P(C3C=CC=CC=3)C3C=CC=CC=3)=CC=CC1=2. Product: [C:1]([O:5][C:6]([N:8]1[C:16]2[C:11](=[CH:12][CH:13]=[C:14]([N:33]([CH3:32])[S:34]([C:37]3[CH:42]=[CH:41][C:40]([CH3:43])=[CH:39][CH:38]=3)(=[O:36])=[O:35])[CH:15]=2)[CH:10]=[C:9]1[C:18]1[CH:23]=[C:22]([C:24]2[CH:29]=[CH:28][N:27]=[CH:26][CH:25]=2)[N:21]=[N:20][C:19]=1[O:30][CH3:31])=[O:7])([CH3:4])([CH3:3])[CH3:2]. The catalyst class is: 101.